This data is from Forward reaction prediction with 1.9M reactions from USPTO patents (1976-2016). The task is: Predict the product of the given reaction. Given the reactants Br[C:2]1[C:3]([CH3:14])=[C:4]2[C:8](=[CH:9][CH:10]=1)[NH:7][C:6](C(O)=O)=[CH:5]2.[N:15]1C2C(=CC=CC=2)C=C[CH:16]=1, predict the reaction product. The product is: [CH3:14][C:3]1[C:2]([C:16]#[N:15])=[CH:10][CH:9]=[C:8]2[C:4]=1[CH:5]=[CH:6][NH:7]2.